This data is from Full USPTO retrosynthesis dataset with 1.9M reactions from patents (1976-2016). The task is: Predict the reactants needed to synthesize the given product. (1) Given the product [F:13][C:8]1[CH:9]=[CH:10][CH:11]=[CH:12][C:7]=1[CH:6]=[C:5]([CH3:14])[CH2:4][NH:3][N:2]([CH3:1])[C:15]([C:17]1[O:18][CH:19]=[CH:20][CH:21]=1)=[O:16], predict the reactants needed to synthesize it. The reactants are: [CH3:1][N:2]([C:15]([C:17]1[O:18][CH:19]=[CH:20][CH:21]=1)=[O:16])[N:3]=[CH:4][C:5]([CH3:14])=[CH:6][C:7]1[CH:12]=[CH:11][CH:10]=[CH:9][C:8]=1[F:13].O.C1(C)C=CC(S(O)(=O)=O)=CC=1.CO.C([O-])([O-])=O.[Na+].[Na+]. (2) The reactants are: C(NC(C)C)(C)C.C([Li])CCC.[C:13]1(=[O:18])[O:17][CH2:16][CH2:15][CH2:14]1.[CH2:19](Br)[C:20]1[CH:25]=[CH:24][CH:23]=[CH:22][CH:21]=1. Given the product [CH2:19]([CH:14]1[CH2:15][CH2:16][O:17][C:13]1=[O:18])[C:20]1[CH:25]=[CH:24][CH:23]=[CH:22][CH:21]=1, predict the reactants needed to synthesize it. (3) The reactants are: [NH2:1][CH2:2][CH2:3][CH2:4][N:5]1[C:17]2[C:16]3[CH2:15][CH2:14][CH2:13][CH2:12][C:11]=3[N:10]=[C:9]([NH2:18])[C:8]=2[N:7]=[C:6]1[CH2:19][O:20][CH2:21][CH3:22].[CH3:23][S:24](O[S:24]([CH3:23])(=[O:26])=[O:25])(=[O:26])=[O:25]. Given the product [NH2:18][C:9]1[C:8]2[N:7]=[C:6]([CH2:19][O:20][CH2:21][CH3:22])[N:5]([CH2:4][CH2:3][CH2:2][NH:1][S:24]([CH3:23])(=[O:26])=[O:25])[C:17]=2[C:16]2[CH2:15][CH2:14][CH2:13][CH2:12][C:11]=2[N:10]=1, predict the reactants needed to synthesize it. (4) Given the product [F:1][C:2]1[CH:3]=[CH:4][C:5]([C:8]2[C:9]([C:24]([O:26][CH3:27])=[O:25])=[C:10]([CH:21]([CH3:22])[CH3:23])[N:11]=[C:12]([CH:18]([CH3:19])[CH3:20])[C:13]=2[C:14]([O:16][CH3:17])=[O:15])=[CH:6][CH:7]=1, predict the reactants needed to synthesize it. The reactants are: [F:1][C:2]1[CH:7]=[CH:6][C:5]([CH:8]2[C:13]([C:14]([O:16][CH3:17])=[O:15])=[C:12]([CH:18]([CH3:20])[CH3:19])[NH:11][C:10]([CH:21]([CH3:23])[CH3:22])=[C:9]2[C:24]([O:26][CH3:27])=[O:25])=[CH:4][CH:3]=1.Cl.N(OC)=O.[OH-].[Na+]. (5) The reactants are: C(N(CC)CC)C.[NH2:8][C:9]1[CH:10]=[N:11][C:12]2[C:17]([C:18]=1[Cl:19])=[CH:16][CH:15]=[CH:14][CH:13]=2.[C:20](Cl)(=[O:24])[CH2:21][CH2:22][CH3:23].C(=O)(O)[O-].[Na+]. Given the product [Cl:19][C:18]1[C:17]2[C:12](=[CH:13][CH:14]=[CH:15][CH:16]=2)[N:11]=[CH:10][C:9]=1[NH:8][C:20](=[O:24])[CH2:21][CH2:22][CH3:23], predict the reactants needed to synthesize it. (6) Given the product [Br:16][C:13]1[C:6]2[N:7]=[C:8]([S:11][CH3:12])[N:9]=[CH:10][C:5]=2[C:4](=[O:15])[N:3]([CH2:1][CH3:2])[CH:14]=1, predict the reactants needed to synthesize it. The reactants are: [CH2:1]([N:3]1[CH:14]=[CH:13][C:6]2[N:7]=[C:8]([S:11][CH3:12])[N:9]=[CH:10][C:5]=2[C:4]1=[O:15])[CH3:2].[Br:16]Br. (7) The reactants are: [Cl:1][C:2]1[C:7]([Cl:8])=[CH:6][CH:5]=[CH:4][C:3]=1[CH2:9][N:10]1[C:14]2[CH:15]=[C:16]([N:22]3[CH2:27][CH2:26][O:25][CH2:24][CH2:23]3)[CH:17]=[C:18]([C:19]([NH2:21])=O)[C:13]=2[N:12]=[C:11]1[C:28]([F:31])([F:30])[F:29].COC(OC)[N:35]([CH3:37])C.O.[NH2:41]N. Given the product [Cl:1][C:2]1[C:7]([Cl:8])=[CH:6][CH:5]=[CH:4][C:3]=1[CH2:9][N:10]1[C:14]2[CH:15]=[C:16]([N:22]3[CH2:23][CH2:24][O:25][CH2:26][CH2:27]3)[CH:17]=[C:18]([C:19]3[N:21]=[CH:37][NH:35][N:41]=3)[C:13]=2[N:12]=[C:11]1[C:28]([F:29])([F:30])[F:31], predict the reactants needed to synthesize it. (8) Given the product [BrH:18].[C@@H:1]1([N:10]2[CH:17]=[N:16][C:14]([NH2:15])=[N:13][C:11]2=[O:12])[O:9][C@H:6]([CH2:7][OH:8])[C@@H:4]([OH:5])[C@H:2]1[OH:3], predict the reactants needed to synthesize it. The reactants are: [C@@H:1]1([N:10]2[CH:17]=[N:16][C:14]([NH2:15])=[N:13][C:11]2=[O:12])[O:9][C@H:6]([CH2:7][OH:8])[C@@H:4]([OH:5])[C@H:2]1[OH:3].[BrH:18].C(O)(=O)C.